Dataset: Reaction yield outcomes from USPTO patents with 853,638 reactions. Task: Predict the reaction yield, written as a fraction of the theoretical maximum amount of product (1.0 means a 100% yield; for example, 0.34 means a 34% yield). (1) The reactants are [Cl:1][C:2]1[C:7](N)=[C:6]([C:9]2[CH:14]=[CH:13][CH:12]=[CH:11][C:10]=2[O:15]C)[CH:5]=[CH:4][N:3]=1.S(=O)(=O)(O)O.CC([N+]([O-])=O)(C)C. The catalyst is C(O)(=O)C. The product is [Cl:1][C:2]1[C:7]2[O:15][C:10]3[CH:11]=[CH:12][CH:13]=[CH:14][C:9]=3[C:6]=2[CH:5]=[CH:4][N:3]=1. The yield is 0.410. (2) The reactants are [NH2:1][C:2]1[C:3]([C:17]([O:19][CH3:20])=[O:18])=[N:4][C:5]([C:8]2[CH:13]=[C:12](Br)[C:11]([F:15])=[CH:10][C:9]=2[F:16])=[CH:6][CH:7]=1.[C:21]([C@:23]1([OH:30])[CH2:27][CH2:26][N:25]([CH3:28])[C:24]1=[O:29])#[CH:22]. No catalyst specified. The product is [NH2:1][C:2]1[C:3]([C:17]([O:19][CH3:20])=[O:18])=[N:4][C:5]([C:8]2[CH:13]=[C:12]([C:22]#[C:21][C@:23]3([OH:30])[CH2:27][CH2:26][N:25]([CH3:28])[C:24]3=[O:29])[C:11]([F:15])=[CH:10][C:9]=2[F:16])=[CH:6][CH:7]=1. The yield is 0.550. (3) The reactants are [CH2:1]([CH:3]([N:6]1[C:11](=[O:12])[CH2:10][C:9](=[O:13])[N:8]([CH:14]([CH2:17][CH3:18])[CH2:15][CH3:16])[C:7]1=[O:19])[CH2:4][CH3:5])[CH3:2].C(N(C(C)C)CC)(C)C.[N:29]([CH2:32][C:33]([O:35]CC)=[O:34])=[C:30]=[O:31]. The catalyst is ClCCl. The product is [CH2:17]([CH:14]([N:8]1[C:9]([OH:13])=[C:10]([C:30]([NH:29][CH2:32][C:33]([OH:35])=[O:34])=[O:31])[C:11](=[O:12])[N:6]([CH:3]([CH2:4][CH3:5])[CH2:1][CH3:2])[C:7]1=[O:19])[CH2:15][CH3:16])[CH3:18]. The yield is 0.400. (4) The reactants are [Cl:1][C:2]1[CH:3]=[C:4]([N:10]2[CH:18]([CH:19]3[CH2:23][CH2:22][CH2:21][CH2:20]3)[CH:17]3[C:12]([C:13]4[CH:27]=[CH:26][C:25]([C:28]([O:30]C)=[O:29])=[CH:24][C:14]=4[CH2:15][CH2:16]3)=[N:11]2)[CH:5]=[CH:6][C:7]=1[C:8]#[N:9].[OH-].[Na+]. The catalyst is CO.O1CCCC1. The product is [Cl:1][C:2]1[CH:3]=[C:4]([N:10]2[CH:18]([CH:19]3[CH2:20][CH2:21][CH2:22][CH2:23]3)[CH:17]3[C:12]([C:13]4[CH:27]=[CH:26][C:25]([C:28]([OH:30])=[O:29])=[CH:24][C:14]=4[CH2:15][CH2:16]3)=[N:11]2)[CH:5]=[CH:6][C:7]=1[C:8]#[N:9]. The yield is 1.00. (5) The reactants are [C:1]1([C:29]2[CH:34]=[CH:33][CH:32]=[CH:31][CH:30]=2)[CH:6]=[CH:5][C:4]([CH2:7][CH2:8][CH:9]([OH:28])[CH:10]([CH2:18][CH2:19][O:20][Si:21]([C:24]([CH3:27])([CH3:26])[CH3:25])([CH3:23])[CH3:22])[C:11]([O:13][C:14]([CH3:17])([CH3:16])[CH3:15])=[O:12])=[CH:3][CH:2]=1.ClC(Cl)(Cl)C(=N)O[CH2:39][C:40]1[CH:45]=[CH:44][C:43]([O:46][CH3:47])=[CH:42][CH:41]=1. The catalyst is O1CCCC1.B(F)(F)F.CCOCC. The product is [C:1]1([C:29]2[CH:30]=[CH:31][CH:32]=[CH:33][CH:34]=2)[CH:6]=[CH:5][C:4]([CH2:7][CH2:8][CH:9]([O:28][CH2:39][C:40]2[CH:45]=[CH:44][C:43]([O:46][CH3:47])=[CH:42][CH:41]=2)[CH:10]([CH2:18][CH2:19][O:20][Si:21]([C:24]([CH3:25])([CH3:26])[CH3:27])([CH3:22])[CH3:23])[C:11]([O:13][C:14]([CH3:17])([CH3:15])[CH3:16])=[O:12])=[CH:3][CH:2]=1. The yield is 0.340. (6) The reactants are [CH3:1][O:2][C:3]1[CH:4]=[C:5]2[C:10](=[CH:11][C:12]=1[O:13][CH3:14])[N:9]=[CH:8][N:7]=[C:6]2[O:15][C:16]1[CH:22]=[CH:21][C:19]([NH2:20])=[CH:18][CH:17]=1.C(N(CC)CC)C.ClC(Cl)(O[C:34](=[O:40])OC(Cl)(Cl)Cl)Cl.[CH2:42]([N:46]([CH2:50][CH2:51][CH2:52][CH3:53])[CH2:47][CH2:48][NH2:49])[CH2:43][CH2:44][CH3:45]. The product is [CH2:42]([N:46]([CH2:50][CH2:51][CH2:52][CH3:53])[CH2:47][CH2:48][NH:49][C:34]([NH:20][C:19]1[CH:21]=[CH:22][C:16]([O:15][C:6]2[C:5]3[C:10](=[CH:11][C:12]([O:13][CH3:14])=[C:3]([O:2][CH3:1])[CH:4]=3)[N:9]=[CH:8][N:7]=2)=[CH:17][CH:18]=1)=[O:40])[CH2:43][CH2:44][CH3:45]. The catalyst is C(Cl)(Cl)Cl.O. The yield is 0.650.